Dataset: Forward reaction prediction with 1.9M reactions from USPTO patents (1976-2016). Task: Predict the product of the given reaction. (1) Given the reactants [NH2:1][C:2]1[C:7]2=[C:8]([CH3:21])[C:9]3[C:10](C=O)=[C:11]([NH2:18])[N:12]=[C:13]([NH2:17])[C:14]=3[C:15](C)=[C:6]2C(C=O)=[C:4]([NH2:24])[N:3]=1.[C:25]1(P(C2C=CC=CC=2)C2C=CC=CC=2)C=CC=C[CH:26]=1.[CH2:44]([Li])[CH2:45][CH2:46][CH3:47], predict the reaction product. The product is: [CH:46]([C:45]1[C:44]2[C:7](=[C:8]([CH3:21])[C:9]3[C:10]([CH:25]=[CH2:26])=[C:11]([NH2:18])[N:12]=[C:13]([NH2:17])[C:14]=3[C:15]=2[CH3:6])[C:2]([NH2:1])=[N:3][C:4]=1[NH2:24])=[CH2:47]. (2) Given the reactants C(=O)(OC(C)(C)C)[O:2][C:3]1[N:7]([C:8]2[N:13]=[CH:12][CH:11]=[CH:10][N:9]=2)[N:6]=[C:5]([C:14]2[CH:19]=[CH:18][C:17]([C:20]3[CH:25]=[CH:24][CH:23]=[CH:22][CH:21]=3)=[CH:16][CH:15]=2)[CH:4]=1.C(=O)(OC(C)(C)C)OC1N(C2C=CC=CN=2)N=C(C2C=CC(C3C=CC=CC=3)=CC=2)C=1, predict the reaction product. The product is: [C:17]1([C:20]2[CH:21]=[CH:22][CH:23]=[CH:24][CH:25]=2)[CH:18]=[CH:19][C:14]([C:5]2[CH:4]=[C:3]([OH:2])[N:7]([C:8]3[N:9]=[CH:10][CH:11]=[CH:12][N:13]=3)[N:6]=2)=[CH:15][CH:16]=1. (3) Given the reactants [Si:1]([O:8][CH2:9][C:10]1[N:11]([CH3:24])[C:12]2[C:17]([CH:18]=1)=[CH:16][C:15]1[CH:19]([OH:23])[CH2:20][CH2:21][CH2:22][C:14]=1[CH:13]=2)([C:4]([CH3:7])([CH3:6])[CH3:5])([CH3:3])[CH3:2], predict the reaction product. The product is: [Si:1]([O:8][CH2:9][C:10]1[N:11]([CH3:24])[C:12]2[C:17]([CH:18]=1)=[CH:16][C:15]1[C:19](=[O:23])[CH2:20][CH2:21][CH2:22][C:14]=1[CH:13]=2)([C:4]([CH3:7])([CH3:6])[CH3:5])([CH3:3])[CH3:2]. (4) Given the reactants [CH2:1]([O:8][C:9]1[CH:14]=[CH:13][C:12]([C:15]2[O:16][C:17]3[CH:23]=[C:22](Br)[CH:21]=[CH:20][C:18]=3[N:19]=2)=[CH:11][CH:10]=1)[C:2]1[CH:7]=[CH:6][CH:5]=[CH:4][CH:3]=1.CON(C)[C:28](=[O:32])[CH2:29][CH2:30][CH3:31], predict the reaction product. The product is: [CH2:1]([O:8][C:9]1[CH:14]=[CH:13][C:12]([C:15]2[O:16][C:17]3[CH:23]=[C:22]([C:28](=[O:32])[CH2:29][CH2:30][CH3:31])[CH:21]=[CH:20][C:18]=3[N:19]=2)=[CH:11][CH:10]=1)[C:2]1[CH:7]=[CH:6][CH:5]=[CH:4][CH:3]=1. (5) Given the reactants [NH2:1][C:2]1[CH:23]=[CH:22][C:5]([O:6][C:7]2[C:12]([C:13]3[CH2:18][CH2:17][N:16]([C:19](=[O:21])[CH3:20])[CH2:15][CH:14]=3)=[CH:11][CH:10]=[CH:9][N:8]=2)=[CH:4][CH:3]=1, predict the reaction product. The product is: [NH2:1][C:2]1[CH:3]=[CH:4][C:5]([O:6][C:7]2[C:12]([CH:13]3[CH2:18][CH2:17][N:16]([C:19](=[O:21])[CH3:20])[CH2:15][CH2:14]3)=[CH:11][CH:10]=[CH:9][N:8]=2)=[CH:22][CH:23]=1. (6) The product is: [CH:10]1([C:13]2[CH:14]=[CH:15][C:16]([CH2:19][C:21]3[S:22][C:23]([CH3:66])=[CH:24][C:25]=3[O:26][C@@H:27]3[CH2:32][C@H:31]([CH2:33][O:34][CH2:35][C:36]4[CH:41]=[CH:40][CH:39]=[CH:38][CH:37]=4)[C@@H:30]([O:42][CH2:43][C:44]4[CH:45]=[CH:46][CH:47]=[CH:48][CH:49]=4)[C@H:29]([O:50][CH2:51][C:52]4[CH:57]=[CH:56][CH:55]=[CH:54][CH:53]=4)[C@H:28]3[O:58][CH2:59][C:60]3[CH:65]=[CH:64][CH:63]=[CH:62][CH:61]=3)=[CH:17][CH:18]=2)[CH2:11][CH2:12]1. Given the reactants Cl[Si](C)(C)C.C([BH3-])#N.[Na+].[CH:10]1([C:13]2[CH:18]=[CH:17][C:16]([C:19]([C:21]3[S:22][C:23]([CH3:66])=[CH:24][C:25]=3[O:26][C@@H:27]3[CH2:32][C@H:31]([CH2:33][O:34][CH2:35][C:36]4[CH:41]=[CH:40][CH:39]=[CH:38][CH:37]=4)[C@@H:30]([O:42][CH2:43][C:44]4[CH:49]=[CH:48][CH:47]=[CH:46][CH:45]=4)[C@H:29]([O:50][CH2:51][C:52]4[CH:57]=[CH:56][CH:55]=[CH:54][CH:53]=4)[C@H:28]3[O:58][CH2:59][C:60]3[CH:65]=[CH:64][CH:63]=[CH:62][CH:61]=3)=O)=[CH:15][CH:14]=2)[CH2:12][CH2:11]1.C(Cl)Cl, predict the reaction product. (7) The product is: [F:1][C:2]1[CH:7]=[CH:6][CH:5]=[C:4]([F:8])[C:3]=1[N:9]1[C:14]2[N:15]=[C:16]([NH:42][CH2:41][CH2:40][NH:39][CH:37]([CH3:38])[CH3:36])[N:17]=[C:18]([C:19]3[CH:20]=[C:21]([CH:28]=[CH:29][C:30]=3[CH3:31])[C:22]([NH:24][CH2:25][CH2:26][CH3:27])=[O:23])[C:13]=2[CH2:12][NH:11][C:10]1=[O:35]. Given the reactants [F:1][C:2]1[CH:7]=[CH:6][CH:5]=[C:4]([F:8])[C:3]=1[N:9]1[C:14]2[N:15]=[C:16](S(C)=O)[N:17]=[C:18]([C:19]3[CH:20]=[C:21]([CH:28]=[CH:29][C:30]=3[CH3:31])[C:22]([NH:24][CH2:25][CH2:26][CH3:27])=[O:23])[C:13]=2[CH2:12][NH:11][C:10]1=[O:35].[CH3:36][CH:37]([NH:39][CH2:40][CH2:41][NH2:42])[CH3:38], predict the reaction product.